Dataset: Peptide-MHC class I binding affinity with 185,985 pairs from IEDB/IMGT. Task: Regression. Given a peptide amino acid sequence and an MHC pseudo amino acid sequence, predict their binding affinity value. This is MHC class I binding data. (1) The peptide sequence is YAYINSGQL. The binding affinity (normalized) is 0.581. The MHC is H-2-Db with pseudo-sequence H-2-Db. (2) The MHC is HLA-A68:02 with pseudo-sequence HLA-A68:02. The binding affinity (normalized) is 0.963. The peptide sequence is DTAWDFGSV. (3) The peptide sequence is DSKEGFFTY. The MHC is HLA-A30:02 with pseudo-sequence HLA-A30:02. The binding affinity (normalized) is 0.495. (4) The peptide sequence is APIEHIASM. The MHC is HLA-A02:01 with pseudo-sequence HLA-A02:01. The binding affinity (normalized) is 0.0847.